From a dataset of CYP2D6 inhibition data for predicting drug metabolism from PubChem BioAssay. Regression/Classification. Given a drug SMILES string, predict its absorption, distribution, metabolism, or excretion properties. Task type varies by dataset: regression for continuous measurements (e.g., permeability, clearance, half-life) or binary classification for categorical outcomes (e.g., BBB penetration, CYP inhibition). Dataset: cyp2d6_veith. (1) The drug is O=c1[nH]c2cc(C(F)(F)F)ccc2n1-c1cc(C(F)(F)F)ccc1O. The result is 0 (non-inhibitor). (2) The drug is COc1ccccc1NC(=O)CSc1nc2ccccc2cc1Cc1ccccc1. The result is 0 (non-inhibitor). (3) The compound is CCc1nnc(NC(=O)CSc2nnc(COc3ccccc3)n2Cc2ccccc2)s1. The result is 0 (non-inhibitor). (4) The drug is CC(C)(C)C(=O)NNC(=O)CCCOc1ccc(Cl)cc1Cl. The result is 0 (non-inhibitor). (5) The compound is CCCCN(C)CCCNC(=O)CS(=O)Cc1nc(-c2ccc(OC)c(OC)c2)oc1C. The result is 1 (inhibitor).